From a dataset of Retrosynthesis with 50K atom-mapped reactions and 10 reaction types from USPTO. Predict the reactants needed to synthesize the given product. (1) The reactants are: BrCCCc1ccccc1.CC(C)(C)OC(=O)N1CCCNCC1. Given the product CC(C)(C)OC(=O)N1CCCN(CCCc2ccccc2)CC1, predict the reactants needed to synthesize it. (2) Given the product COc1cc(O)c(C2C(=O)N(C(c3ccccc3)c3ccccc3)c3ccccc32)cc1F, predict the reactants needed to synthesize it. The reactants are: COc1cc(O)c(C2(O)C(=O)N(C(c3ccccc3)c3ccccc3)c3ccccc32)cc1F. (3) Given the product O=C(CCl)N=S(c1ccccc1)c1ccccc1, predict the reactants needed to synthesize it. The reactants are: N=S(c1ccccc1)c1ccccc1.O=C(Cl)CCl.